This data is from Full USPTO retrosynthesis dataset with 1.9M reactions from patents (1976-2016). The task is: Predict the reactants needed to synthesize the given product. (1) Given the product [F:1][C:2]1[CH:3]=[C:4]([CH:11]([NH2:13])[CH3:12])[C:5]2[N:9]=[CH:8][NH:7][C:6]=2[CH:10]=1, predict the reactants needed to synthesize it. The reactants are: [F:1][C:2]1[CH:3]=[C:4]([C:11](=[N:13]O)[CH3:12])[C:5]2[N:9]=[CH:8][NH:7][C:6]=2[CH:10]=1.[NH4+].[Cl-]. (2) Given the product [S:30]([C:25]1[CH:26]=[CH:27][CH:28]=[CH:29][C:24]=1[S:21]([NH:20][C:18](=[O:19])[C:17]1[CH:34]=[CH:35][C:14]([C:2]#[C:1][C:3]2[CH:8]=[CH:7][C:6]([C:9]([F:10])([F:11])[F:12])=[CH:5][CH:4]=2)=[CH:15][CH:16]=1)(=[O:22])=[O:23])(=[O:32])(=[O:33])[NH2:31], predict the reactants needed to synthesize it. The reactants are: [C:1]([C:3]1[CH:8]=[CH:7][C:6]([C:9]([F:12])([F:11])[F:10])=[CH:5][CH:4]=1)#[CH:2].I[C:14]1[CH:35]=[CH:34][C:17]([C:18]([NH:20][S:21]([C:24]2[CH:29]=[CH:28][CH:27]=[CH:26][C:25]=2[S:30](=[O:33])(=[O:32])[NH2:31])(=[O:23])=[O:22])=[O:19])=[CH:16][CH:15]=1.